This data is from Catalyst prediction with 721,799 reactions and 888 catalyst types from USPTO. The task is: Predict which catalyst facilitates the given reaction. (1) Reactant: C[O:2][C:3](=[O:38])[C@H:4]([NH:12][CH2:13][C:14]1[CH:19]=[CH:18][C:17]([C:20]2[O:24][N:23]=[C:22]([CH3:25])[C:21]=2[NH:26][C:27]([O:29][C@@H:30]([C:32]2[CH:37]=[CH:36][CH:35]=[CH:34][CH:33]=2)[CH3:31])=[O:28])=[CH:16][CH:15]=1)[CH2:5][C:6]1[CH:11]=[CH:10][CH:9]=[CH:8][CH:7]=1.C1COCC1.[Li+].[OH-].Cl. Product: [CH3:25][C:22]1[C:21]([NH:26][C:27]([O:29][C@@H:30]([C:32]2[CH:33]=[CH:34][CH:35]=[CH:36][CH:37]=2)[CH3:31])=[O:28])=[C:20]([C:17]2[CH:16]=[CH:15][C:14]([CH2:13][NH:12][C@H:4]([CH2:5][C:6]3[CH:7]=[CH:8][CH:9]=[CH:10][CH:11]=3)[C:3]([OH:38])=[O:2])=[CH:19][CH:18]=2)[O:24][N:23]=1. The catalyst class is: 13. (2) Reactant: [Li][C:2]#[C:3][Si](C)(C)C.[O:8]=[C:9]1[CH2:14][CH2:13][N:12]([C:15]2[CH:20]=[CH:19][C:18]([N:21]3[CH2:25][C@H:24]([CH2:26][NH:27][C:28](=[O:30])[CH3:29])[O:23][C:22]3=[O:31])=[CH:17][C:16]=2[F:32])[CH2:11][CH2:10]1.[Cl-].[NH4+].[C:35](=O)([O-])[O-].[K+].[K+]. Product: [CH2:35]([C:9]1([OH:8])[CH2:10][CH2:11][N:12]([C:15]2[CH:20]=[CH:19][C:18]([N:21]3[CH2:25][C@H:24]([CH2:26][NH:27][C:28](=[O:30])[CH3:29])[O:23][C:22]3=[O:31])=[CH:17][C:16]=2[F:32])[CH2:13][CH2:14]1)[C:2]#[CH:3]. The catalyst class is: 7. (3) Product: [F:20][C:15]1[CH:23]=[CH:24][C:25]([CH2:26][N:27]2[C:8]([C:5]3[CH:6]=[CH:7][C:2]([F:1])=[CH:3][CH:4]=3)=[CH:9][C:10]([CH3:11])=[N:28]2)=[CH:29][CH:16]=1. The catalyst class is: 41. Reactant: [F:1][C:2]1[CH:7]=[CH:6][C:5]([C:8](=O)[CH2:9][C:10](=O)[CH3:11])=[CH:4][CH:3]=1.F[C:15]([F:20])(F)[C:16](O)=O.CC1C=[CH:29][C:25]([CH2:26][NH:27][NH2:28])=[CH:24][CH:23]=1.C(N(CC)CC)C.FC(F)(F)C(O)=O. (4) Reactant: [CH2:1]([N:8]1[CH2:13][CH2:12][NH:11][CH2:10][CH:9]1[CH2:14][OH:15])[C:2]1[CH:7]=[CH:6][CH:5]=[CH:4][CH:3]=1.[C:16]([O:20][C:21](=[O:53])[NH:22][C@H:23]([C:47]1[CH:52]=[CH:51][CH:50]=[CH:49][CH:48]=1)[CH2:24][N:25]1[C:30](=[O:31])[C:29](Br)=[C:28]([CH3:33])[N:27]([CH2:34][C:35]2[C:40]([C:41]([F:44])([F:43])[F:42])=[CH:39][CH:38]=[CH:37][C:36]=2[F:45])[C:26]1=[O:46])([CH3:19])([CH3:18])[CH3:17]. Product: [C:16]([O:20][C:21](=[O:53])[NH:22][C@H:23]([C:47]1[CH:48]=[CH:49][CH:50]=[CH:51][CH:52]=1)[CH2:24][N:25]1[C:30](=[O:31])[C:29]([N:11]2[CH2:12][CH2:13][N:8]([CH2:1][C:2]3[CH:3]=[CH:4][CH:5]=[CH:6][CH:7]=3)[CH:9]([CH2:14][OH:15])[CH2:10]2)=[C:28]([CH3:33])[N:27]([CH2:34][C:35]2[C:40]([C:41]([F:44])([F:43])[F:42])=[CH:39][CH:38]=[CH:37][C:36]=2[F:45])[C:26]1=[O:46])([CH3:17])([CH3:18])[CH3:19]. The catalyst class is: 10. (5) Reactant: [C:1]([O:5][C:6]([N:8]1[CH2:13][CH2:12][N:11]([CH2:14][C:15]2[CH:20]=[CH:19][CH:18]=[CH:17][CH:16]=2)[CH:10]([CH2:21][OH:22])[CH2:9]1)=[O:7])([CH3:4])([CH3:3])[CH3:2].C(N(CC)CC)C.[CH3:30][S:31](Cl)(=[O:33])=[O:32]. Product: [C:1]([O:5][C:6]([N:8]1[CH2:13][CH2:12][N:11]([CH2:14][C:15]2[CH:16]=[CH:17][CH:18]=[CH:19][CH:20]=2)[CH:10]([CH2:21][O:22][S:31]([CH3:30])(=[O:33])=[O:32])[CH2:9]1)=[O:7])([CH3:4])([CH3:3])[CH3:2]. The catalyst class is: 4. (6) Reactant: C1C(=O)N([Br:8])C(=O)C1.[CH3:9][N:10]1[C:19]2[C:14](=[CH:15][CH:16]=[CH:17][CH:18]=2)[CH2:13][CH2:12][CH2:11]1. Product: [Br:8][C:16]1[CH:15]=[C:14]2[C:19](=[CH:18][CH:17]=1)[N:10]([CH3:9])[CH2:11][CH2:12][CH2:13]2. The catalyst class is: 1. (7) Reactant: [C:1]1([OH:7])[CH:6]=[CH:5][CH:4]=[CH:3][CH:2]=1.C(=O)([O-])[O-].[K+].[K+].[CH2:14](Br)[CH:15]=[CH2:16]. The catalyst class is: 10. Product: [CH2:16]([O:7][C:1]1[CH:6]=[CH:5][CH:4]=[CH:3][CH:2]=1)[CH:15]=[CH2:14]. (8) Reactant: [N:1]1[CH:6]=[CH:5][CH:4]=[CH:3][C:2]=1[NH:7][NH2:8].C(O)(=O)C.[CH:13](=O)[C:14]([CH3:16])=[O:15].C([O-])(O)=O.[Na+]. Product: [N:1]1[CH:6]=[CH:5][CH:4]=[CH:3][C:2]=1[NH:7][N:8]=[CH:13][C:14](=[O:15])[CH3:16]. The catalyst class is: 6. (9) Reactant: C[Si]([N-][Si](C)(C)C)(C)C.[Li+].[C:11](#[N:13])[CH3:12].[CH2:14]([C@H:21]1[N:26]([C:27]([C:29]2[N:30]=[CH:31][N:32]([CH:40]3[CH2:47][CH2:46][CH2:45][CH2:44][C:41]43[O:43][CH2:42]4)[C:33]=2[C:34]2[CH:39]=[CH:38][CH:37]=[CH:36][CH:35]=2)=[O:28])[CH2:25][CH2:24][N:23]([C:48]([O:50][C:51]([CH3:54])([CH3:53])[CH3:52])=[O:49])[CH2:22]1)[C:15]1[CH:20]=[CH:19][CH:18]=[CH:17][CH:16]=1.[Cl-].[NH4+]. Product: [CH2:14]([C@H:21]1[N:26]([C:27]([C:29]2[N:30]=[CH:31][N:32]([CH:40]3[CH2:47][CH2:46][CH2:45][CH2:44][C:41]3([CH2:42][CH2:12][C:11]#[N:13])[OH:43])[C:33]=2[C:34]2[CH:35]=[CH:36][CH:37]=[CH:38][CH:39]=2)=[O:28])[CH2:25][CH2:24][N:23]([C:48]([O:50][C:51]([CH3:54])([CH3:52])[CH3:53])=[O:49])[CH2:22]1)[C:15]1[CH:16]=[CH:17][CH:18]=[CH:19][CH:20]=1. The catalyst class is: 1. (10) Reactant: C(OC1C=CC=CC=1N1CCCN([CH2:17][CH2:18][CH2:19][CH2:20][O:21][C:22]2C=[C:30]3[C:25]([CH2:26][CH2:27][C:28](=[O:32])[NH:29]3)=[CH:24][CH:23]=2)CC1)C.[Na+].[I-].Cl.[CH:36]([O:39][C:40]1[CH:45]=[CH:44][CH:43]=[CH:42][C:41]=1[N:46]1[CH2:52][CH2:51][CH2:50][NH:49][CH2:48][CH2:47]1)([CH3:38])[CH3:37].C([O-])([O-])=O.[K+].[K+].CC#[N:61]. Product: [CH:36]([O:39][C:40]1[CH:45]=[CH:44][CH:43]=[CH:42][C:41]=1[N:46]1[CH2:52][CH2:51][CH2:50][N:49]([CH2:17][CH2:18][CH2:19][CH2:20][O:21][C:22]2[N:61]=[C:30]3[C:25]([CH2:26][CH2:27][C:28](=[O:32])[NH:29]3)=[CH:24][CH:23]=2)[CH2:48][CH2:47]1)([CH3:38])[CH3:37]. The catalyst class is: 6.